Dataset: NCI-60 drug combinations with 297,098 pairs across 59 cell lines. Task: Regression. Given two drug SMILES strings and cell line genomic features, predict the synergy score measuring deviation from expected non-interaction effect. Drug 1: C1=NC(=NC(=O)N1C2C(C(C(O2)CO)O)O)N. Drug 2: CS(=O)(=O)CCNCC1=CC=C(O1)C2=CC3=C(C=C2)N=CN=C3NC4=CC(=C(C=C4)OCC5=CC(=CC=C5)F)Cl. Cell line: MOLT-4. Synergy scores: CSS=16.8, Synergy_ZIP=-7.10, Synergy_Bliss=-4.61, Synergy_Loewe=-4.74, Synergy_HSA=-4.49.